From a dataset of Forward reaction prediction with 1.9M reactions from USPTO patents (1976-2016). Predict the product of the given reaction. (1) Given the reactants [CH2:1]([N:8]1[C:17]2[C:12](=[CH:13][C:14](Br)=[CH:15][CH:16]=2)[CH2:11][CH:10]([NH:19][S:20]([C:23]2[CH:28]=[CH:27][CH:26]=[CH:25][CH:24]=2)(=[O:22])=[O:21])[CH2:9]1)[C:2]1[CH:7]=[CH:6][CH:5]=[CH:4][CH:3]=1.[F:29][C:30]1[CH:35]=[CH:34][C:33](B(O)O)=[CH:32][CH:31]=1.CO.C1COCC1.C([O-])([O-])=O.[K+].[K+], predict the reaction product. The product is: [CH2:1]([N:8]1[C:17]2[C:12](=[CH:13][C:14]([C:33]3[CH:34]=[CH:35][C:30]([F:29])=[CH:31][CH:32]=3)=[CH:15][CH:16]=2)[CH2:11][CH:10]([NH:19][S:20]([C:23]2[CH:28]=[CH:27][CH:26]=[CH:25][CH:24]=2)(=[O:22])=[O:21])[CH2:9]1)[C:2]1[CH:7]=[CH:6][CH:5]=[CH:4][CH:3]=1. (2) Given the reactants [CH3:1][C:2]1[N:7]=[CH:6][C:5]([NH2:8])=[C:4]([NH:9][C:10]2[CH:15]=[CH:14][CH:13]=[CH:12][N:11]=2)[CH:3]=1.C(O)(=O)C.[N:20](OC(C)(C)C)=O, predict the reaction product. The product is: [CH3:1][C:2]1[N:7]=[CH:6][C:5]2[N:8]=[N:20][N:9]([C:10]3[CH:15]=[CH:14][CH:13]=[CH:12][N:11]=3)[C:4]=2[CH:3]=1. (3) Given the reactants [CH3:1][O:2][C:3]1[CH:4]=[C:5]([CH:7]=[CH:8][C:9]=1[C:10]1[O:14][CH:13]=[N:12][CH:11]=1)[NH2:6].[S:15]1[C:19]2[CH:20]=[CH:21][CH:22]=[CH:23][C:18]=2[C:17]([CH:24]=O)=[CH:16]1, predict the reaction product. The product is: [S:15]1[C:19]2[CH:20]=[CH:21][CH:22]=[CH:23][C:18]=2[C:17]([CH2:24][NH:6][C:5]2[CH:7]=[CH:8][C:9]([C:10]3[O:14][CH:13]=[N:12][CH:11]=3)=[C:3]([O:2][CH3:1])[CH:4]=2)=[CH:16]1.